From a dataset of Forward reaction prediction with 1.9M reactions from USPTO patents (1976-2016). Predict the product of the given reaction. (1) Given the reactants [O:1]1[CH2:5][CH2:4]CC1.[CH2:6]([C:8]1[CH:14]=[CH:13][C:11]([OH:12])=[CH:10][C:9]=1[OH:15])[CH3:7].[H-].[Na+].[P:18](Cl)([O:23][CH2:24][CH3:25])([O:20][CH2:21][CH3:22])=[O:19], predict the reaction product. The product is: [CH2:21]([O:20][P:18]([O:12][C:11]1[CH:13]=[CH:14][C:8]([CH2:6][CH3:7])=[C:9]([O:15][P:18]([O:1][CH2:5][CH3:4])([O:20][CH2:21][CH3:22])=[O:19])[CH:10]=1)([O:23][CH2:24][CH3:25])=[O:19])[CH3:22]. (2) Given the reactants Cl[C:2]1[CH:3]=[C:4]([CH:18]=[C:19]([CH:21]([NH:26][S:27]([C:29]([CH3:32])([CH3:31])[CH3:30])=[O:28])[C:22]([F:25])([F:24])[F:23])[CH:20]=1)[CH2:5][O:6][C:7]1[CH:12]=[CH:11][CH:10]=[CH:9][C:8]=1[CH2:13][C:14]([O:16][CH3:17])=[O:15].[C:33]([O:37][C:38]([NH:40][CH2:41][C:42]1[CH:43]=[C:44](B(O)O)[CH:45]=[CH:46][CH:47]=1)=[O:39])([CH3:36])([CH3:35])[CH3:34].CC(C1C=C(C(C)C)C(C2C=CC=CC=2P(C2CCCCC2)C2CCCCC2)=C(C(C)C)C=1)C.[F-].[Cs+], predict the reaction product. The product is: [C:33]([O:37][C:38]([NH:40][CH2:41][C:42]1[CH:47]=[C:46]([C:2]2[CH:20]=[C:19]([CH:21]([NH:26][S:27]([C:29]([CH3:31])([CH3:30])[CH3:32])=[O:28])[C:22]([F:23])([F:25])[F:24])[CH:18]=[C:4]([CH2:5][O:6][C:7]3[CH:12]=[CH:11][CH:10]=[CH:9][C:8]=3[CH2:13][C:14]([O:16][CH3:17])=[O:15])[CH:3]=2)[CH:45]=[CH:44][CH:43]=1)=[O:39])([CH3:36])([CH3:34])[CH3:35]. (3) Given the reactants [F:1][C:2]1[C:3]([CH3:25])=[C:4]([C:17]2[CH:22]=[CH:21][CH:20]=[C:19]([CH:23]=[O:24])[CH:18]=2)[C:5]([CH3:16])=[CH:6][C:7]=1[O:8][CH2:9][CH2:10][CH2:11][S:12]([CH3:15])(=[O:14])=[O:13].CO.[BH4-].[Na+].Cl, predict the reaction product. The product is: [F:1][C:2]1[C:3]([CH3:25])=[C:4]([C:17]2[CH:22]=[CH:21][CH:20]=[C:19]([CH2:23][OH:24])[CH:18]=2)[C:5]([CH3:16])=[CH:6][C:7]=1[O:8][CH2:9][CH2:10][CH2:11][S:12]([CH3:15])(=[O:13])=[O:14]. (4) The product is: [CH2:6]([C:4]1[CH2:3][S:1][CH2:2][CH:5]=1)[CH2:7][CH2:8][CH2:9][CH2:10][CH3:11]. Given the reactants [S:1]1[CH:3]([C:4]([CH2:6][CH2:7][CH2:8][CH2:9][CH2:10][CH3:11])=[CH2:5])[CH2:2]1, predict the reaction product. (5) Given the reactants [O:1]=[S:2]1(=[O:30])[C:7]2[CH:8]=[CH:9][CH:10]=[CH:11][C:6]=2[NH:5][C:4](=[O:12])[N:3]1[C:13]1[N:18]=[C:17]([CH2:19][NH:20][C:21](=[O:27])[O:22][C:23]([CH3:26])([CH3:25])[CH3:24])[C:16]([O:28][CH3:29])=[CH:15][CH:14]=1.[F:31][C:32]1[CH:39]=[C:38]([O:40][CH3:41])[CH:37]=[C:36]([F:42])[C:33]=1[CH2:34]Br.C([O-])([O-])=O.[K+].[K+].COC1C(C)=CC(N2C(=O)N(CC3C(F)=CC(F)=CC=3F)C3C=CC=CC=3S2(=O)=O)=CC=1C, predict the reaction product. The product is: [F:31][C:32]1[CH:39]=[C:38]([O:40][CH3:41])[CH:37]=[C:36]([F:42])[C:33]=1[CH2:34][N:5]1[C:6]2[CH:11]=[CH:10][CH:9]=[CH:8][C:7]=2[S:2](=[O:1])(=[O:30])[N:3]([C:13]2[N:18]=[C:17]([CH2:19][NH:20][C:21](=[O:27])[O:22][C:23]([CH3:25])([CH3:26])[CH3:24])[C:16]([O:28][CH3:29])=[CH:15][CH:14]=2)[C:4]1=[O:12]. (6) Given the reactants [NH2:1][C:2]1[CH:7]=[CH:6][C:5]([C:8]2[CH:16]=[C:15]3[C:11]([CH2:12][N:13]([C@@H:18]([CH:23]([CH3:25])[CH3:24])[C:19]([O:21][CH3:22])=[O:20])[C:14]3=[O:17])=[CH:10][CH:9]=2)=[CH:4][CH:3]=1.[CH3:26][O:27][C:28]1[CH:33]=[CH:32][C:31]([N:34]=[C:35]=[O:36])=[CH:30][CH:29]=1, predict the reaction product. The product is: [CH3:22][O:21][C:19](=[O:20])[C@@H:18]([N:13]1[CH2:12][C:11]2[C:15](=[CH:16][C:8]([C:5]3[CH:4]=[CH:3][C:2]([NH:1][C:35]([NH:34][C:31]4[CH:32]=[CH:33][C:28]([O:27][CH3:26])=[CH:29][CH:30]=4)=[O:36])=[CH:7][CH:6]=3)=[CH:9][CH:10]=2)[C:14]1=[O:17])[CH:23]([CH3:25])[CH3:24].